From a dataset of Forward reaction prediction with 1.9M reactions from USPTO patents (1976-2016). Predict the product of the given reaction. (1) Given the reactants C([O:3][C:4](=[O:43])[C:5]([O:8][C:9]1[CH:14]=[CH:13][C:12]([O:15][CH2:16][CH2:17][C:18]2[N:19]=[C:20]([C:24]3[CH:29]=[CH:28][C:27]([C:30]4[CH:35]=[CH:34][CH:33]=[CH:32][CH:31]=4)=[CH:26][CH:25]=3)[O:21][C:22]=2[CH3:23])=[C:11]([CH2:36][CH:37]2[CH2:42][CH2:41][CH2:40][CH2:39][CH2:38]2)[CH:10]=1)([CH3:7])[CH3:6])C.[OH-].[Na+], predict the reaction product. The product is: [C:27]1([C:30]2[CH:35]=[CH:34][CH:33]=[CH:32][CH:31]=2)[CH:26]=[CH:25][C:24]([C:20]2[O:21][C:22]([CH3:23])=[C:18]([CH2:17][CH2:16][O:15][C:12]3[CH:13]=[CH:14][C:9]([O:8][C:5]([CH3:7])([CH3:6])[C:4]([OH:43])=[O:3])=[CH:10][C:11]=3[CH2:36][CH:37]3[CH2:38][CH2:39][CH2:40][CH2:41][CH2:42]3)[N:19]=2)=[CH:29][CH:28]=1. (2) The product is: [CH3:24][O:23][C:20]1[CH:21]=[CH:22][C:17]([CH2:16][N:15]([CH2:25][C:26]2[CH:31]=[CH:30][C:29]([O:32][CH3:33])=[CH:28][CH:27]=2)[C:10]2[N:11]=[C:12]([CH3:14])[N:13]=[C:8]([C:7]3[C:2]([NH:54][C:52]4[CH:51]=[CH:50][C:49]5[S:45][CH:46]=[N:47][C:48]=5[CH:53]=4)=[N:3][CH:4]=[C:5]([CH2:34][N:35]4[CH2:40][CH2:39][N:38]([S:41]([CH3:44])(=[O:43])=[O:42])[CH2:37][CH2:36]4)[CH:6]=3)[N:9]=2)=[CH:18][CH:19]=1. Given the reactants F[C:2]1[C:7]([C:8]2[N:13]=[C:12]([CH3:14])[N:11]=[C:10]([N:15]([CH2:25][C:26]3[CH:31]=[CH:30][C:29]([O:32][CH3:33])=[CH:28][CH:27]=3)[CH2:16][C:17]3[CH:22]=[CH:21][C:20]([O:23][CH3:24])=[CH:19][CH:18]=3)[N:9]=2)=[CH:6][C:5]([CH2:34][N:35]2[CH2:40][CH2:39][N:38]([S:41]([CH3:44])(=[O:43])=[O:42])[CH2:37][CH2:36]2)=[CH:4][N:3]=1.[S:45]1[C:49]2[CH:50]=[CH:51][C:52]([NH2:54])=[CH:53][C:48]=2[N:47]=[CH:46]1.[Li+].C[Si]([N-][Si](C)(C)C)(C)C, predict the reaction product.